This data is from Forward reaction prediction with 1.9M reactions from USPTO patents (1976-2016). The task is: Predict the product of the given reaction. (1) Given the reactants [CH2:1]([O:3][C:4]([C:6]1[CH:7]=[N:8][C:9]2[C:14]([C:15]=1Cl)=[CH:13][CH:12]=[CH:11][C:10]=2[C:17]([F:20])([F:19])[F:18])=[O:5])[CH3:2].[OH:21][C:22]1[CH:23]=[C:24](B(O)O)[CH:25]=[CH:26][CH:27]=1, predict the reaction product. The product is: [OH:21][C:22]1[CH:27]=[C:26]([C:15]2[C:14]3[C:9](=[C:10]([C:17]([F:20])([F:19])[F:18])[CH:11]=[CH:12][CH:13]=3)[N:8]=[CH:7][C:6]=2[C:4]([O:3][CH2:1][CH3:2])=[O:5])[CH:25]=[CH:24][CH:23]=1. (2) Given the reactants [NH2:1][C@@H:2]([CH2:18][C:19]1[CH:24]=[CH:23][CH:22]=[CH:21][CH:20]=1)[CH2:3][NH:4][C:5]1[N:10]=[C:9]([C:11]2[CH:16]=[CH:15][N:14]=[CH:13][CH:12]=2)[C:8](Br)=[CH:7][N:6]=1.C(=O)([O-])[O-].[Na+].[Na+].[Cl:31][C:32]1[CH:33]=[C:34](B(O)O)[CH:35]=[CH:36][C:37]=1[F:38], predict the reaction product. The product is: [ClH:31].[NH2:1][C@@H:2]([CH2:18][C:19]1[CH:24]=[CH:23][CH:22]=[CH:21][CH:20]=1)[CH2:3][NH:4][C:5]1[N:10]=[C:9]([C:11]2[CH:16]=[CH:15][N:14]=[CH:13][CH:12]=2)[C:8]([C:34]2[CH:35]=[CH:36][C:37]([F:38])=[C:32]([Cl:31])[CH:33]=2)=[CH:7][N:6]=1. (3) Given the reactants C1(N=C=NC2CCCCC2)CCCCC1.[Cl:16][C:17]1[CH:22]=[CH:21][C:20]([NH2:23])=[C:19]([NH2:24])[CH:18]=1.[C:25]([O:29][C:30]([NH:32][C:33]1([C:38](O)=O)[CH2:37][CH2:36][O:35][CH2:34]1)=[O:31])([CH3:28])([CH3:27])[CH3:26], predict the reaction product. The product is: [C:25]([O:29][C:30](=[O:31])[NH:32][C:33]1([C:38]2[NH:23][C:20]3[CH:21]=[CH:22][C:17]([Cl:16])=[CH:18][C:19]=3[N:24]=2)[CH2:37][CH2:36][O:35][CH2:34]1)([CH3:28])([CH3:26])[CH3:27]. (4) Given the reactants CC1(C)[O:6][C@H:5]([CH2:7][N:8]2[C:13](=[O:14])[C:12]3[C:15]([NH:22][C:23]4[CH:28]=[CH:27][C:26]([I:29])=[CH:25][C:24]=4[F:30])=[C:16]([F:21])[C:17](=[O:20])[N:18]([CH3:19])[C:11]=3[N:10]=[CH:9]2)[CH2:4][O:3]1.Cl, predict the reaction product. The product is: [OH:6][C@@H:5]([CH2:4][OH:3])[CH2:7][N:8]1[C:13](=[O:14])[C:12]2[C:15]([NH:22][C:23]3[CH:28]=[CH:27][C:26]([I:29])=[CH:25][C:24]=3[F:30])=[C:16]([F:21])[C:17](=[O:20])[N:18]([CH3:19])[C:11]=2[N:10]=[CH:9]1.